From a dataset of Full USPTO retrosynthesis dataset with 1.9M reactions from patents (1976-2016). Predict the reactants needed to synthesize the given product. Given the product [Cl:1][C:2]1[C:3]2[CH2:12][CH2:11][N:10]([C:13]([O:15][C:16]([CH3:19])([CH3:18])[CH3:17])=[O:14])[CH2:9][C:4]=2[N:5]=[C:6]([CH:8]2[CH2:21][CH2:20]2)[N:7]=1, predict the reactants needed to synthesize it. The reactants are: [Cl:1][C:2]1[C:3]2[CH2:12][CH2:11][N:10]([C:13]([O:15][C:16]([CH3:19])([CH3:18])[CH3:17])=[O:14])[CH2:9][C:4]=2[N:5]=[C:6]([CH3:8])[N:7]=1.[CH2:20]1C(C(N)=N)[CH2:21]1.Cl.Cl.C(N)(=N)C.OC1C2CCN(C(OC(C)(C)C)=O)CC=2N=C(C)N=1.